The task is: Regression/Classification. Given a drug SMILES string, predict its absorption, distribution, metabolism, or excretion properties. Task type varies by dataset: regression for continuous measurements (e.g., permeability, clearance, half-life) or binary classification for categorical outcomes (e.g., BBB penetration, CYP inhibition). Dataset: cyp2c19_veith.. This data is from CYP2C19 inhibition data for predicting drug metabolism from PubChem BioAssay. (1) The compound is CCN(CC)CCNC(=O)c1cc(Br)c(N)cc1OC. The result is 0 (non-inhibitor). (2) The drug is COCCn1c(=O)c(C)nc2cnc(N3CCOCC3)nc21. The result is 0 (non-inhibitor). (3) The compound is CCOC(=O)c1c(-c2ccccc2)nc2c(C)cccn12. The result is 1 (inhibitor). (4) The molecule is CC(=O)c1c(C(C)=O)c(C)n(NC(=O)c2ccncc2)c1C. The result is 1 (inhibitor). (5) The molecule is CNc1ncncc1-c1c(C)noc1C. The result is 0 (non-inhibitor).